This data is from Peptide-MHC class I binding affinity with 185,985 pairs from IEDB/IMGT. The task is: Regression. Given a peptide amino acid sequence and an MHC pseudo amino acid sequence, predict their binding affinity value. This is MHC class I binding data. (1) The binding affinity (normalized) is 0.516. The peptide sequence is KLRHLNEKR. The MHC is HLA-A03:02 with pseudo-sequence HLA-A03:02. (2) The peptide sequence is FLDTNTDAM. The MHC is H-2-Kb with pseudo-sequence H-2-Kb. The binding affinity (normalized) is 0.00638.